Dataset: Full USPTO retrosynthesis dataset with 1.9M reactions from patents (1976-2016). Task: Predict the reactants needed to synthesize the given product. (1) Given the product [C:1]([CH:5]1[CH2:10][CH2:9][C:8](=[CH:11][C:12]2[CH:13]=[C:14]3[C:19](=[CH:20][CH:21]=2)[CH:18]=[C:17]([CH2:22][N:23]2[CH2:24][CH2:25][CH:26]([C:29]([OH:31])=[O:30])[CH2:27][CH2:28]2)[CH:16]=[CH:15]3)[CH2:7][CH2:6]1)([CH3:4])([CH3:2])[CH3:3], predict the reactants needed to synthesize it. The reactants are: [C:1]([CH:5]1[CH2:10][CH2:9][C:8](=[CH:11][C:12]2[CH:13]=[C:14]3[C:19](=[CH:20][CH:21]=2)[CH:18]=[C:17]([CH2:22][N:23]2[CH2:28][CH2:27][CH:26]([C:29]([O:31]CC)=[O:30])[CH2:25][CH2:24]2)[CH:16]=[CH:15]3)[CH2:7][CH2:6]1)([CH3:4])([CH3:3])[CH3:2].[OH-].[Na+].O.Cl. (2) Given the product [CH2:16]([O:15][C:13]([NH:2][CH:3]1[CH2:8][CH2:7][CH:6]([C:9]([OH:11])=[O:10])[CH2:5][CH2:4]1)=[O:14])[C:17]1[CH:22]=[CH:21][CH:20]=[CH:19][CH:18]=1, predict the reactants needed to synthesize it. The reactants are: Cl.[NH2:2][C@H:3]1[CH2:8][CH2:7][C@H:6]([C:9]([OH:11])=[O:10])[CH2:5][CH2:4]1.Cl[C:13]([O:15][CH2:16][C:17]1[CH:22]=[CH:21][CH:20]=[CH:19][CH:18]=1)=[O:14].Cl.O. (3) The reactants are: C(OC([N:8]1[CH2:12][CH2:11][C@H:10]([O:13][C:14]2[N:32]=[CH:31][C:17]3[O:18][CH2:19][CH2:20][N:21]([C:22]4[CH:23]=[N:24][C:25]([O:29][CH3:30])=[C:26]([CH3:28])[CH:27]=4)[C:16]=3[CH:15]=2)[CH2:9]1)=O)(C)(C)C.C(O)(C(F)(F)F)=O. Given the product [CH3:30][O:29][C:25]1[N:24]=[CH:23][C:22]([N:21]2[CH2:20][CH2:19][O:18][C:17]3[CH:31]=[N:32][C:14]([O:13][C@H:10]4[CH2:11][CH2:12][NH:8][CH2:9]4)=[CH:15][C:16]2=3)=[CH:27][C:26]=1[CH3:28], predict the reactants needed to synthesize it. (4) Given the product [CH2:1]([N:3]([CH2:29][C:30]1[CH:35]=[CH:34][C:33]([O:36][CH2:40][CH2:41][NH:43][CH:44]2[CH2:49][C:48]([CH3:51])([CH3:50])[N:47]([CH3:52])[C:46]([CH3:54])([CH3:53])[CH2:45]2)=[C:32]([F:37])[CH:31]=1)[C:4]1[CH:9]=[C:8]([O:10][CH3:11])[CH:7]=[CH:6][C:5]=1[CH:12]1[CH2:21][CH2:20][C:19]2[CH:18]=[C:17]([OH:22])[CH:16]=[CH:15][C:14]=2[CH2:13]1)[CH3:2], predict the reactants needed to synthesize it. The reactants are: [CH2:1]([N:3]([C:29](=O)[C:30]1[CH:35]=[CH:34][C:33]([OH:36])=[C:32]([F:37])[CH:31]=1)[C:4]1[CH:9]=[C:8]([O:10][CH3:11])[CH:7]=[CH:6][C:5]=1[CH:12]1[CH2:21][CH2:20][C:19]2[CH:18]=[C:17]([O:22]C(=O)C(C)(C)C)[CH:16]=[CH:15][C:14]=2[CH2:13]1)[CH3:2].Cl[CH2:40][C:41]([NH:43][CH:44]1[CH2:49][C:48]([CH3:51])([CH3:50])[N:47]([CH3:52])[C:46]([CH3:54])([CH3:53])[CH2:45]1)=O.